Dataset: Reaction yield outcomes from USPTO patents with 853,638 reactions. Task: Predict the reaction yield, written as a fraction of the theoretical maximum amount of product (1.0 means a 100% yield; for example, 0.34 means a 34% yield). The reactants are C([O-])([O-])=O.[Na+].[Na+].Cl.[N+:8]([C:11]1[CH:12]=[C:13]([CH:16]=[CH:17][CH:18]=1)[CH2:14][NH2:15])([O-:10])=[O:9].Cl[C:20]([O:22][C@H:23]1[CH2:27][CH2:26][O:25][CH2:24]1)=[O:21].ClC([O-])=O. The catalyst is C1(C)C=CC=CC=1.O. The product is [N+:8]([C:11]1[CH:12]=[C:13]([CH:16]=[CH:17][CH:18]=1)[CH2:14][NH:15][C:20](=[O:21])[O:22][C@H:23]1[CH2:27][CH2:26][O:25][CH2:24]1)([O-:10])=[O:9]. The yield is 0.944.